This data is from Forward reaction prediction with 1.9M reactions from USPTO patents (1976-2016). The task is: Predict the product of the given reaction. (1) Given the reactants [O:1]=[C:2]1[C:10](=[O:11])[C:9]2[C:4](=[CH:5][CH:6]=[C:7]([S:12][CH2:13][CH2:14][C:15]3[CH:25]=[CH:24][C:18]([C:19]([O:21]CC)=[O:20])=[CH:17][CH:16]=3)[CH:8]=2)[N:3]1[CH2:26][CH2:27][CH2:28][CH2:29][CH3:30].C(=O)([O-])[O-].[K+].[K+].Cl, predict the reaction product. The product is: [O:1]=[C:2]1[C:10](=[O:11])[C:9]2[C:4](=[CH:5][CH:6]=[C:7]([S:12][CH2:13][CH2:14][C:15]3[CH:25]=[CH:24][C:18]([C:19]([OH:21])=[O:20])=[CH:17][CH:16]=3)[CH:8]=2)[N:3]1[CH2:26][CH2:27][CH2:28][CH2:29][CH3:30]. (2) Given the reactants [CH3:1][O:2][C:3]1[CH:4]=[C:5]2[C:10](=[CH:11][C:12]=1[O:13][CH3:14])[N:9]=[CH:8][N:7]=[C:6]2[O:15][C:16]1[CH:22]=[CH:21][C:19]([NH2:20])=[C:18]([N+:23]([O-:25])=[O:24])[CH:17]=1.ClC(Cl)(O[C:30](=[O:36])OC(Cl)(Cl)Cl)Cl.[C:38]([C:42]1[CH:54]=[CH:53][C:45]([CH2:46][N:47]2[CH2:51][CH2:50][CH:49]([NH2:52])[CH2:48]2)=[CH:44][CH:43]=1)([CH3:41])([CH3:40])[CH3:39].C(=O)([O-])O.[Na+], predict the reaction product. The product is: [C:38]([C:42]1[CH:54]=[CH:53][C:45]([CH2:46][N:47]2[CH2:51][CH2:50][CH:49]([NH:52][C:30]([NH:20][C:19]3[CH:21]=[CH:22][C:16]([O:15][C:6]4[C:5]5[C:10](=[CH:11][C:12]([O:13][CH3:14])=[C:3]([O:2][CH3:1])[CH:4]=5)[N:9]=[CH:8][N:7]=4)=[CH:17][C:18]=3[N+:23]([O-:25])=[O:24])=[O:36])[CH2:48]2)=[CH:44][CH:43]=1)([CH3:41])([CH3:39])[CH3:40]. (3) The product is: [F:1][C:2]1[CH:9]=[CH:8][C:5]([CH2:6][NH:7][CH2:13][CH:12]([O:15][CH3:16])[O:11][CH3:10])=[CH:4][CH:3]=1. Given the reactants [F:1][C:2]1[CH:9]=[CH:8][C:5]([CH2:6][NH2:7])=[CH:4][CH:3]=1.[CH3:10][O:11][CH:12]([O:15][CH3:16])[CH:13]=O.C(O[BH-](OC(=O)C)OC(=O)C)(=O)C.[Na+].C(=O)(O)[O-].[Na+], predict the reaction product. (4) Given the reactants [CH2:1]([N:3]([CH2:10][CH2:11][OH:12])[C:4]1[CH:9]=[CH:8][CH:7]=[CH:6][CH:5]=1)[CH3:2].[C:13](OC(=O)C)(=[O:15])[CH3:14], predict the reaction product. The product is: [CH2:1]([N:3]([CH2:10][CH2:11][O:12][C:13](=[O:15])[CH3:14])[C:4]1[CH:5]=[CH:6][CH:7]=[CH:8][CH:9]=1)[CH3:2]. (5) Given the reactants [Br-:1].Cl[C:3]1[CH:8]=[CH:7][CH:6]=[CH:5][C:4]=1[C:9]([C:31]1[CH:36]=[CH:35][CH:34]=[CH:33][C:32]=1Cl)([OH:30])[C:10]([O:12][C@@H:13]1[CH:18]2[CH2:19][CH2:20][N+:15]([CH2:21][C:22](=[O:29])[NH:23][C:24]3[CH:28]=[CH:27][O:26][N:25]=3)([CH2:16][CH2:17]2)[CH2:14]1)=[O:11].[OH:38][C:39](C1C=CC=CC=1OC)(C1C=CC=CC=1)C(O)=O, predict the reaction product. The product is: [Br-:1].[OH:30][C:9]([C:31]1[CH:36]=[CH:35][CH:34]=[CH:33][C:32]=1[O:38][CH3:39])([C:4]1[CH:5]=[CH:6][CH:7]=[CH:8][CH:3]=1)[C:10]([O:12][C@@H:13]1[CH:18]2[CH2:19][CH2:20][N+:15]([CH2:21][C:22](=[O:29])[NH:23][C:24]3[CH:28]=[CH:27][O:26][N:25]=3)([CH2:16][CH2:17]2)[CH2:14]1)=[O:11]. (6) Given the reactants [CH2:1]([O:8][C:9](=[O:18])[CH:10]([C:12]1[CH:17]=[CH:16][CH:15]=[CH:14][CH:13]=1)[CH3:11])[C:2]1[CH:7]=[CH:6][CH:5]=[CH:4][CH:3]=1.[CH2:19](Cl)[CH:20]=[CH:21][CH3:22].[I-].[Li+].C[Si](C)(C)[N-][Si](C)(C)C.[Li+], predict the reaction product. The product is: [CH3:11][C:10]([C:12]1[CH:17]=[CH:16][CH:15]=[CH:14][CH:13]=1)([CH2:19]/[CH:20]=[CH:21]/[CH3:22])[C:9]([O:8][CH2:1][C:2]1[CH:3]=[CH:4][CH:5]=[CH:6][CH:7]=1)=[O:18].